From a dataset of Full USPTO retrosynthesis dataset with 1.9M reactions from patents (1976-2016). Predict the reactants needed to synthesize the given product. Given the product [CH3:16][C:12]1[N:11]=[C:10]([C:8](=[O:9])[CH2:18][C:17]#[N:19])[CH:15]=[CH:14][CH:13]=1, predict the reactants needed to synthesize it. The reactants are: [Na].C(O)C.C(O[C:8]([C:10]1[CH:15]=[CH:14][CH:13]=[C:12]([CH3:16])[N:11]=1)=[O:9])C.[C:17](#[N:19])[CH3:18].